This data is from Reaction yield outcomes from USPTO patents with 853,638 reactions. The task is: Predict the reaction yield, written as a fraction of the theoretical maximum amount of product (1.0 means a 100% yield; for example, 0.34 means a 34% yield). (1) The reactants are [CH2:1]([N:5]([CH2:41][CH2:42][CH2:43][CH3:44])[C:6]([C:8]1[N:9]=[C:10]([C:21]2[CH:30]=[CH:29][C:24]([C:25]([O:27][CH3:28])=[O:26])=[CH:23][C:22]=2[C:31]([O:33][CH2:34][C:35]2[CH:40]=[CH:39][CH:38]=[CH:37][CH:36]=2)=[O:32])[N:11]([CH2:13]CC2C=CC=CC=2)[CH:12]=1)=[O:7])[CH2:2][CH2:3][CH3:4].C(N(CCCC)C(C1N=C(C2C=CC(C(OC)=O)=CC=2C(OCC2C=CC=CC=2)=O)NC=1)=O)CCC.CI. No catalyst specified. The product is [CH2:41]([N:5]([CH2:1][CH2:2][CH2:3][CH3:4])[C:6]([C:8]1[N:9]=[C:10]([C:21]2[CH:30]=[CH:29][C:24]([C:25]([O:27][CH3:28])=[O:26])=[CH:23][C:22]=2[C:31]([O:33][CH2:34][C:35]2[CH:36]=[CH:37][CH:38]=[CH:39][CH:40]=2)=[O:32])[N:11]([CH3:13])[CH:12]=1)=[O:7])[CH2:42][CH2:43][CH3:44]. The yield is 0.680. (2) The reactants are [Br:1][C:2]1[CH:7]=[C:6]([C:8]([CH3:11])([CH3:10])[CH3:9])[CH:5]=[CH:4][C:3]=1[OH:12].C(N(CC)CC)C.[CH3:20][O:21][CH2:22][CH2:23][O:24][CH2:25]Cl.O. The catalyst is ClCCl. The product is [Br:1][C:2]1[CH:7]=[C:6]([C:8]([CH3:9])([CH3:11])[CH3:10])[CH:5]=[CH:4][C:3]=1[O:12][CH2:20][O:21][CH2:22][CH2:23][O:24][CH3:25]. The yield is 0.720. (3) The reactants are C(OC([N:8]1[CH2:13][CH2:12][C:11]2[N:14]([CH3:44])[C:15]([C:17]3[C:22]([C:23]#[C:24][C:25]4[CH:30]=[CH:29][CH:28]=[C:27]([NH:31][S:32]([C:35]5[CH:40]=[C:39]([F:41])[CH:38]=[CH:37][C:36]=5[F:42])(=[O:34])=[O:33])[CH:26]=4)=[CH:21][N:20]=[C:19]([NH2:43])[N:18]=3)=[CH:16][C:10]=2[C:9]1=[O:45])=O)(C)(C)C.Cl. The catalyst is O1CCOCC1. The product is [NH2:43][C:19]1[N:18]=[C:17]([C:15]2[N:14]([CH3:44])[C:11]3[CH2:12][CH2:13][NH:8][C:9](=[O:45])[C:10]=3[CH:16]=2)[C:22]([C:23]#[C:24][C:25]2[CH:26]=[C:27]([NH:31][S:32]([C:35]3[CH:40]=[C:39]([F:41])[CH:38]=[CH:37][C:36]=3[F:42])(=[O:33])=[O:34])[CH:28]=[CH:29][CH:30]=2)=[CH:21][N:20]=1. The yield is 0.180. (4) The reactants are [Si]([O:8][CH2:9][C:10]1[O:14][C:13]([C:15](=[N:17][OH:18])[NH2:16])=[CH:12][CH:11]=1)(C(C)(C)C)(C)C.[CH:19]1([C:25]2[CH:33]=[CH:32][C:28]([C:29](O)=O)=[CH:27][CH:26]=2)[CH2:24][CH2:23][CH2:22][CH2:21][CH2:20]1.C1(N=C=NC2CCCCC2)CCCCC1.[F-].C([N+](CCCC)(CCCC)CCCC)CCC. The catalyst is ClCCl.CCOCC.O1CCCC1.O. The product is [CH:19]1([C:25]2[CH:33]=[CH:32][C:28]([C:29]3[O:18][N:17]=[C:15]([C:13]4[O:14][C:10]([CH2:9][OH:8])=[CH:11][CH:12]=4)[N:16]=3)=[CH:27][CH:26]=2)[CH2:20][CH2:21][CH2:22][CH2:23][CH2:24]1. The yield is 0.810. (5) The reactants are II.Br[CH2:4][CH2:5][CH2:6][CH2:7][CH2:8][CH2:9][O:10][Si:11]([C:14]([CH3:17])([CH3:16])[CH3:15])([CH3:13])[CH3:12].I[C:19]1[CH:24]=[CH:23][C:22]([B:25]2[O:29][C:28]([CH3:31])([CH3:30])[C:27]([CH3:33])([CH3:32])[O:26]2)=[CH:21][CH:20]=1.[NH4+].[Cl-]. The catalyst is CC(N(C)C)=O.[Zn].C1C=CC(P(C2C=CC=CC=2)[C-]2C=CC=C2)=CC=1.C1C=CC(P(C2C=CC=CC=2)[C-]2C=CC=C2)=CC=1.Cl[Pd]Cl.[Fe+2].II.C1COCC1. The product is [Si:11]([O:10][CH2:9][CH2:8][CH2:7][CH2:6][CH2:5][CH2:4][C:19]1[CH:24]=[CH:23][C:22]([B:25]2[O:29][C:28]([CH3:31])([CH3:30])[C:27]([CH3:33])([CH3:32])[O:26]2)=[CH:21][CH:20]=1)([C:14]([CH3:17])([CH3:16])[CH3:15])([CH3:13])[CH3:12]. The yield is 0.730. (6) The reactants are C([O:3][C:4](=[O:23])[CH2:5][C:6]1[NH:11][C:10]2[CH:12]=[CH:13][C:14]([NH:16][S:17]([CH3:20])(=[O:19])=[O:18])=[CH:15][C:9]=2[S:8](=[O:22])(=[O:21])[CH:7]=1)C.[OH-].[Li+]. The catalyst is CO. The product is [CH3:20][S:17]([NH:16][C:14]1[CH:13]=[CH:12][C:10]2[NH:11][C:6]([CH2:5][C:4]([OH:23])=[O:3])=[CH:7][S:8](=[O:21])(=[O:22])[C:9]=2[CH:15]=1)(=[O:18])=[O:19]. The yield is 0.739. (7) The reactants are [CH3:1][O:2][C:3]1[N:8]=[C:7]([C:9]2[CH:10]=[C:11]([CH:14]=[CH:15][CH:16]=2)[CH:12]=[O:13])[CH:6]=[C:5]([NH:17][CH2:18][CH2:19][C:20]2[CH:25]=[CH:24][C:23]([O:26][CH3:27])=[CH:22][CH:21]=2)[N:4]=1.S([CH2:38][N+:39]#[C-:40])(C1C=CC(C)=CC=1)(=O)=O.COCCOC. The catalyst is O. The product is [CH3:1][O:2][C:3]1[N:4]=[C:5]([NH:17][CH2:18][CH2:19][C:20]2[CH:21]=[CH:22][C:23]([O:26][CH3:27])=[CH:24][CH:25]=2)[CH:6]=[C:7]([C:9]2[CH:16]=[CH:15][CH:14]=[C:11]([C:12]3[O:13][CH:40]=[N:39][CH:38]=3)[CH:10]=2)[N:8]=1. The yield is 0.294. (8) The reactants are [CH3:1][S:2](Cl)(=[O:4])=[O:3].[NH2:6][CH2:7][C:8]1[CH:13]=[C:12]([O:14][C:15]2[CH:20]=[CH:19][C:18]([NH:21][C:22]3[CH:27]=[C:26]([C:28]4[CH:33]=[CH:32][CH:31]=[CH:30][CH:29]=4)[N:25]=[C:24]([NH2:34])[N:23]=3)=[CH:17][CH:16]=2)[CH:11]=[CH:10][N:9]=1. The catalyst is CN(C1C=CN=CC=1)C.N1C=CC=CC=1. The product is [NH2:34][C:24]1[N:23]=[C:22]([NH:21][C:18]2[CH:19]=[CH:20][C:15]([O:14][C:12]3[CH:11]=[CH:10][N:9]=[C:8]([CH2:7][NH:6][S:2]([CH3:1])(=[O:4])=[O:3])[CH:13]=3)=[CH:16][CH:17]=2)[CH:27]=[C:26]([C:28]2[CH:29]=[CH:30][CH:31]=[CH:32][CH:33]=2)[N:25]=1. The yield is 0.270.